This data is from Full USPTO retrosynthesis dataset with 1.9M reactions from patents (1976-2016). The task is: Predict the reactants needed to synthesize the given product. (1) Given the product [CH2:25]([C:27]1[CH:28]=[N:29][N:30]([CH2:33][C:34]([OH:36])=[O:35])[C:31]=1[O:14][CH2:13][CH2:12][CH2:11][C:10]1[C:6]([CH:3]([CH2:4][CH3:5])[CH2:1][CH3:2])=[N:7][N:8]([C:15]2[CH:20]=[CH:19][C:18]([C:21]([F:23])([F:24])[F:22])=[CH:17][N:16]=2)[CH:9]=1)[CH3:26], predict the reactants needed to synthesize it. The reactants are: [CH2:1]([CH:3]([C:6]1[C:10]([CH2:11][CH2:12][CH2:13][OH:14])=[CH:9][N:8]([C:15]2[CH:20]=[CH:19][C:18]([C:21]([F:24])([F:23])[F:22])=[CH:17][N:16]=2)[N:7]=1)[CH2:4][CH3:5])[CH3:2].[CH2:25]([C:27]1[CH:28]=[N:29][N:30]([CH2:33][C:34]([O:36]CC)=[O:35])[C:31]=1O)[CH3:26].C(P(CCCC)CCCC)CCC.N(C(N1CCCCC1)=O)=NC(N1CCCCC1)=O. (2) The reactants are: [C:1]1([C:11]2([CH2:16]OS(C)(=O)=O)[CH2:15][CH2:14][CH2:13][CH2:12]2)[C:10]2[C:5](=[CH:6][CH:7]=[CH:8][CH:9]=2)[CH:4]=[CH:3][CH:2]=1.[C-:22]#[N:23].[Na+].C(OCC)(=O)C. Given the product [C:1]1([C:11]2([CH2:16][C:22]#[N:23])[CH2:15][CH2:14][CH2:13][CH2:12]2)[C:10]2[C:5](=[CH:6][CH:7]=[CH:8][CH:9]=2)[CH:4]=[CH:3][CH:2]=1, predict the reactants needed to synthesize it. (3) Given the product [CH2:31]([O:32][CH2:33][CH2:34][S:6][C:7]1[N:8]([C:17]2[CH:18]=[CH:19][C:20]([O:23][CH2:24][C:25]([F:28])([F:27])[F:26])=[CH:21][CH:22]=2)[C:9](=[O:16])[C:10]2[NH:15][CH:14]=[CH:13][C:11]=2[N:12]=1)[CH3:30], predict the reactants needed to synthesize it. The reactants are: C(=O)([O-])O.[Na+].[S:6]=[C:7]1[NH:12][C:11]2[CH:13]=[CH:14][NH:15][C:10]=2[C:9](=[O:16])[N:8]1[C:17]1[CH:22]=[CH:21][C:20]([O:23][CH2:24][C:25]([F:28])([F:27])[F:26])=[CH:19][CH:18]=1.Cl[CH2:30][CH2:31][O:32][CH2:33][CH3:34].[I-].[Na+]. (4) Given the product [N+:12]([C:15]1[CH:20]=[C:19]([N+:21]([O-:23])=[O:22])[CH:18]=[CH:17][C:16]=1[OH:24])([O-:14])=[O:13].[NH2:12][N:5]1[CH:6]=[CH:7][C:2]([C:1]([O:9][CH2:10][CH3:11])=[O:8])=[CH:3][CH2:4]1, predict the reactants needed to synthesize it. The reactants are: [C:1]([O:9][CH2:10][CH3:11])(=[O:8])[C:2]1[CH:7]=[CH:6][N:5]=[CH:4][CH:3]=1.[N+:12]([C:15]1[CH:20]=[C:19]([N+:21]([O-:23])=[O:22])[CH:18]=[CH:17][C:16]=1[O:24]N)([O-:14])=[O:13].